This data is from Reaction yield outcomes from USPTO patents with 853,638 reactions. The task is: Predict the reaction yield, written as a fraction of the theoretical maximum amount of product (1.0 means a 100% yield; for example, 0.34 means a 34% yield). (1) The reactants are [CH3:1][O:2][C:3]1[CH:4]=[C:5]2C(=[CH:10][CH:11]=1)NC=[CH:6]2.[OH-].[K+].[I:14]I.[H-].[Na+].CI.[CH3:20][N:21]([CH:23]=O)[CH3:22]. No catalyst specified. The product is [I:14][C:6]1[C:5]2[C:22](=[CH:10][CH:11]=[C:3]([O:2][CH3:1])[CH:4]=2)[N:21]([CH3:20])[CH:23]=1. The yield is 0.990. (2) The reactants are [CH3:1][O:2][C:3]([C:5]1[CH:9]=[C:8]([N+:10]([O-])=O)[N:7]([C:13]([O:15][CH2:16][C:17]2[CH:22]=[CH:21][CH:20]=[CH:19][CH:18]=2)=[O:14])[N:6]=1)=[O:4].O.O.Cl[Sn]Cl. The catalyst is O(CCOC)C. The product is [CH3:1][O:2][C:3]([C:5]1[CH:9]=[C:8]([NH2:10])[N:7]([C:13]([O:15][CH2:16][C:17]2[CH:22]=[CH:21][CH:20]=[CH:19][CH:18]=2)=[O:14])[N:6]=1)=[O:4]. The yield is 0.900. (3) The reactants are [CH2:1]([O:3][C:4](=[O:17])[C:5](=O)[CH2:6][C:7]([C:9]1[CH:14]=[CH:13][CH:12]=[C:11]([Cl:15])[CH:10]=1)=[O:8])[CH3:2].Cl.[NH2:19]O.O. The catalyst is C(O)C. The product is [Cl:15][C:11]1[CH:10]=[C:9]([C:7]2[O:8][N:19]=[C:5]([C:4]([O:3][CH2:1][CH3:2])=[O:17])[CH:6]=2)[CH:14]=[CH:13][CH:12]=1. The yield is 0.985. (4) The catalyst is C(O)(=O)C.[Cl-].[Zn+2].[Cl-]. The product is [CH3:13][C:11]1[C:5]2[C:3](=[C:2]([CH3:1])[CH:8]=[CH:7][CH:6]=2)[N:4]=[CH:10][CH:9]=1. The reactants are [CH3:1][C:2]1[CH:8]=[CH:7][CH:6]=[CH:5][C:3]=1[NH2:4].[CH:9]([C:11]([CH3:13])=O)=[CH2:10]. The yield is 0.650. (5) The reactants are [Cl:1][C:2]1[CH:3]=[C:4]([NH:17][C:18]2[C:27]3[C:22](=[CH:23][CH:24]=[C:25]([NH2:28])[CH:26]=3)[N:21]=[CH:20][N:19]=2)[CH:5]=[CH:6][C:7]=1[O:8][CH2:9][C:10]1[CH:15]=[CH:14][CH:13]=[C:12]([F:16])[CH:11]=1.[CH3:29][N:30]1[CH2:34][CH2:33][CH2:32][C:31]1=O.P(Cl)(Cl)(Cl)=O.CCN(CC)CC. The catalyst is C(Cl)Cl. The product is [Cl:1][C:2]1[CH:3]=[C:4]([NH:17][C:18]2[C:27]3[C:22](=[CH:23][CH:24]=[C:25]([N:28]=[C:31]4[CH2:32][CH2:33][CH2:34][N:30]4[CH3:29])[CH:26]=3)[N:21]=[CH:20][N:19]=2)[CH:5]=[CH:6][C:7]=1[O:8][CH2:9][C:10]1[CH:15]=[CH:14][CH:13]=[C:12]([F:16])[CH:11]=1. The yield is 0.0800.